From a dataset of Reaction yield outcomes from USPTO patents with 853,638 reactions. Predict the reaction yield, written as a fraction of the theoretical maximum amount of product (1.0 means a 100% yield; for example, 0.34 means a 34% yield). The reactants are [CH3:1][C:2]1[N:7]=[C:6]2[N:8]=[C:9]([C:11]3[CH:16]=[CH:15][CH:14]=[C:13]([N+:17]([O-:19])=[O:18])[CH:12]=3)[O:10][C:5]2=[CH:4][CH:3]=1.C1C(=O)N([Br:27])C(=O)C1.C(OOC(=O)C1C=CC=CC=1)(=O)C1C=CC=CC=1.[Br-]. The catalyst is C(Cl)(Cl)(Cl)Cl. The product is [Br:27][CH2:1][C:2]1[N:7]=[C:6]2[N:8]=[C:9]([C:11]3[CH:16]=[CH:15][CH:14]=[C:13]([N+:17]([O-:19])=[O:18])[CH:12]=3)[O:10][C:5]2=[CH:4][CH:3]=1. The yield is 1.00.